Dataset: Forward reaction prediction with 1.9M reactions from USPTO patents (1976-2016). Task: Predict the product of the given reaction. (1) The product is: [F:33][C:22]1[C:21]([CH:16]([CH2:17][OH:18])[CH2:15][N:12]2[CH2:13][CH2:14][C@H:10]([CH2:9][NH:8][C:6](=[O:7])[O:5][C:2]([CH3:1])([CH3:3])[CH3:4])[CH2:11]2)=[C:30]2[C:25]([CH:26]=[CH:27][C:28]([O:31][CH3:32])=[N:29]2)=[CH:24][CH:23]=1. Given the reactants [CH3:1][C:2]([O:5][C:6]([NH:8][CH2:9][C@H:10]1[CH2:14][CH2:13][N:12]([CH2:15][CH:16]([C:21]2[C:22]([F:33])=[CH:23][CH:24]=[C:25]3[C:30]=2[N:29]=[C:28]([O:31][CH3:32])[CH:27]=[CH:26]3)[C:17](OC)=[O:18])[CH2:11]1)=[O:7])([CH3:4])[CH3:3].[H-].[Al+3].[Li+].[H-].[H-].[H-].O.[OH-].[Na+], predict the reaction product. (2) Given the reactants [CH2:1]=[C:2]([C:4]1[C:5]([C:10]#[N:11])=[N:6][CH:7]=[CH:8][CH:9]=1)[CH3:3].[C:12]([OH:15])(=[O:14])[CH3:13], predict the reaction product. The product is: [C:12]([OH:15])(=[O:14])[CH3:13].[CH:2]([C:4]1[C:5]([CH2:10][NH2:11])=[N:6][CH:7]=[CH:8][CH:9]=1)([CH3:3])[CH3:1].